This data is from NCI-60 drug combinations with 297,098 pairs across 59 cell lines. The task is: Regression. Given two drug SMILES strings and cell line genomic features, predict the synergy score measuring deviation from expected non-interaction effect. Drug 1: CS(=O)(=O)CCNCC1=CC=C(O1)C2=CC3=C(C=C2)N=CN=C3NC4=CC(=C(C=C4)OCC5=CC(=CC=C5)F)Cl. Drug 2: C1=CC=C(C(=C1)C(C2=CC=C(C=C2)Cl)C(Cl)Cl)Cl. Cell line: SK-MEL-28. Synergy scores: CSS=-0.453, Synergy_ZIP=1.38, Synergy_Bliss=3.30, Synergy_Loewe=0.708, Synergy_HSA=-0.0913.